Task: Predict the reactants needed to synthesize the given product.. Dataset: Full USPTO retrosynthesis dataset with 1.9M reactions from patents (1976-2016) (1) Given the product [Br:13][C:9]1[CH:10]=[CH:11][CH:12]=[C:7]([C:21]([C:18]2[CH:19]=[CH:20][C:15]([F:14])=[CH:16][CH:17]=2)=[CH2:22])[CH:8]=1, predict the reactants needed to synthesize it. The reactants are: C([Li])CCC.Br[C:7]1[CH:12]=[CH:11][CH:10]=[C:9]([Br:13])[CH:8]=1.[F:14][C:15]1[CH:20]=[CH:19][C:18]([C:21](=O)[CH3:22])=[CH:17][CH:16]=1. (2) Given the product [CH3:27][O:18][C:17]([C:15]1[CH:14]=[CH:13][C:6]2[N:7]([CH2:8][CH2:9][CH:10]([CH3:12])[CH3:11])[C:3]([CH2:2][OH:1])=[N:4][C:5]=2[CH:16]=1)=[O:19], predict the reactants needed to synthesize it. The reactants are: [OH:1][CH2:2][C:3]1[N:7]([CH2:8][CH2:9][CH:10]([CH3:12])[CH3:11])[C:6]2[CH:13]=[CH:14][C:15]([C:17]([OH:19])=[O:18])=[CH:16][C:5]=2[N:4]=1.S(=O)(=O)(O)O.N.O.[CH3:27]O. (3) Given the product [CH:28]1([CH2:23][N:11]2[CH2:10][CH2:9][C:8]3[C:7]([C:1]4[CH:2]=[CH:3][CH:4]=[CH:5][CH:6]=4)=[CH:16][C:15]4[C:17](=[O:21])[C:18](=[O:20])[NH:19][C:14]=4[C:13]=3[CH2:12]2)[CH2:26][CH2:27]1, predict the reactants needed to synthesize it. The reactants are: [C:1]1([C:7]2[C:8]3[CH2:9][CH2:10][NH:11][CH2:12][C:13]=3[C:14]3[NH:19][C:18](=[O:20])[C:17](=[O:21])[C:15]=3[CH:16]=2)[CH:6]=[CH:5][CH:4]=[CH:3][CH:2]=1.C(Br)[C:23]1[CH:28]=[CH:27][CH:26]=CC=1. (4) Given the product [Br:1][C:2]1[CH:7]=[C:6]([O:8][CH2:18][CH3:19])[C:5]([F:9])=[CH:4][C:3]=1[F:10], predict the reactants needed to synthesize it. The reactants are: [Br:1][C:2]1[C:3]([F:10])=[CH:4][C:5]([F:9])=[C:6]([OH:8])[CH:7]=1.C([O-])([O-])=O.[K+].[K+].I[CH2:18][CH3:19].CCOC(C)=O.CCCCCC. (5) The reactants are: [O:1]=[C:2]1[CH:7]=[CH:6][C:5]([C:8]2[O:12][N:11]=[C:10]([C:13]3[CH:18]=[CH:17][C:16]([C:19]([CH3:25])([CH3:24])[C:20]([F:23])([F:22])[F:21])=[CH:15][CH:14]=3)[N:9]=2)=[CH:4][N:3]1[CH2:26][C:27]1[CH:28]=[C:29]([CH:33]=[CH:34][CH:35]=1)[C:30](Cl)=[O:31].Cl.[NH:37]1[CH2:40][CH:39]([OH:41])[CH2:38]1. Given the product [OH:41][CH:39]1[CH2:40][N:37]([C:30]([C:29]2[CH:28]=[C:27]([CH:35]=[CH:34][CH:33]=2)[CH2:26][N:3]2[CH:4]=[C:5]([C:8]3[O:12][N:11]=[C:10]([C:13]4[CH:18]=[CH:17][C:16]([C:19]([CH3:25])([CH3:24])[C:20]([F:23])([F:21])[F:22])=[CH:15][CH:14]=4)[N:9]=3)[CH:6]=[CH:7][C:2]2=[O:1])=[O:31])[CH2:38]1, predict the reactants needed to synthesize it. (6) Given the product [CH3:1][CH:2]([CH3:20])[C@@H:3]([N:7]1[C:16](=[O:17])[C:15]2=[CH:18][NH:19][C:13]3[C:14]2=[C:9]([CH:10]=[CH:11][N:12]=3)[CH2:8]1)[C:4]([N:36]1[CH2:39][CH:38]([C:40]#[N:41])[CH2:37]1)=[O:6], predict the reactants needed to synthesize it. The reactants are: [CH3:1][CH:2]([CH3:20])[C@@H:3]([N:7]1[C:16](=[O:17])[C:15]2=[CH:18][NH:19][C:13]3[C:14]2=[C:9]([CH:10]=[CH:11][N:12]=3)[CH2:8]1)[C:4]([OH:6])=O.C1C=CC2N(O)N=NC=2C=1.C(Cl)CCl.Cl.[NH:36]1[CH2:39][CH:38]([C:40]#[N:41])[CH2:37]1.CN1CCOCC1.